From a dataset of Reaction yield outcomes from USPTO patents with 853,638 reactions. Predict the reaction yield, written as a fraction of the theoretical maximum amount of product (1.0 means a 100% yield; for example, 0.34 means a 34% yield). The reactants are CC1C=CC([C:8]2[CH:13]=[CH:12][C:11]([NH:14][C:15]([C:17]3[CH:39]=[CH:38][C:20]([O:21][C:22]4[CH:31]=[C:30]5[C:25]([CH:26]([C:32]([O:34]C)=[O:33])[CH2:27][CH2:28][O:29]5)=[CH:24][C:23]=4[C:36]#[N:37])=[CH:19][CH:18]=3)=[O:16])=[CH:10][CH:9]=2)=CC=1.O[Li].O.O1[CH2:48][CH2:47]OCC1.Cl. The catalyst is C1COCC1. The product is [C:36]([C:23]1[CH:24]=[C:25]2[C:30](=[CH:31][C:22]=1[O:21][C:20]1[CH:38]=[CH:39][C:17]([C:15](=[O:16])[NH:14][C:11]3[CH:10]=[C:9]([C:8]4[CH:13]=[CH:12][C:47]([CH3:48])=[CH:10][CH:9]=4)[CH:8]=[CH:13][CH:12]=3)=[CH:18][CH:19]=1)[O:29][CH2:28][CH2:27][CH:26]2[C:32]([OH:34])=[O:33])#[N:37]. The yield is 0.930.